This data is from Reaction yield outcomes from USPTO patents with 853,638 reactions. The task is: Predict the reaction yield, written as a fraction of the theoretical maximum amount of product (1.0 means a 100% yield; for example, 0.34 means a 34% yield). (1) The reactants are C([O:3][C:4](=[O:36])[CH2:5][N:6]([S:30]([N:33]([CH3:35])[CH3:34])(=[O:32])=[O:31])[CH2:7][C:8]1[CH:13]=[CH:12][C:11]([O:14][CH2:15][C:16]2[N:17]=[C:18]([C:24]3[CH:29]=[CH:28][CH:27]=[CH:26][CH:25]=3)[O:19][C:20]=2[CH:21]([CH3:23])[CH3:22])=[CH:10][CH:9]=1)C.O.[OH-].[Li+]. No catalyst specified. The product is [CH3:34][N:33]([S:30]([N:6]([CH2:5][C:4]([OH:36])=[O:3])[CH2:7][C:8]1[CH:9]=[CH:10][C:11]([O:14][CH2:15][C:16]2[N:17]=[C:18]([C:24]3[CH:29]=[CH:28][CH:27]=[CH:26][CH:25]=3)[O:19][C:20]=2[CH:21]([CH3:23])[CH3:22])=[CH:12][CH:13]=1)(=[O:31])=[O:32])[CH3:35]. The yield is 0.990. (2) The reactants are C([NH:5][S:6]([C:9]1[CH:10]=[C:11]([C:15]2[CH:20]=[CH:19][CH:18]=[C:17]([C:21]3[N:26]=[C:25]([C:27]([F:30])([F:29])[F:28])[CH:24]=[C:23]([C:31]4[CH:32]=[N:33][C:34]([C:37]([F:40])([F:39])[F:38])=[CH:35][CH:36]=4)[N:22]=3)[CH:16]=2)[CH:12]=[CH:13][CH:14]=1)(=[O:8])=[O:7])(C)(C)C.C(O)(C(F)(F)F)=O. The catalyst is ClCCl. The product is [F:30][C:27]([F:28])([F:29])[C:25]1[CH:24]=[C:23]([C:31]2[CH:32]=[N:33][C:34]([C:37]([F:40])([F:39])[F:38])=[CH:35][CH:36]=2)[N:22]=[C:21]([C:17]2[CH:16]=[C:15]([C:11]3[CH:12]=[CH:13][CH:14]=[C:9]([S:6]([NH2:5])(=[O:8])=[O:7])[CH:10]=3)[CH:20]=[CH:19][CH:18]=2)[N:26]=1. The yield is 0.740.